Dataset: Full USPTO retrosynthesis dataset with 1.9M reactions from patents (1976-2016). Task: Predict the reactants needed to synthesize the given product. (1) Given the product [F:1][C:2]1[CH:3]=[C:4]([C:29]2[C:30]([C:35]#[N:36])=[CH:31][CH:32]=[CH:33][CH:34]=2)[CH:5]=[CH:6][C:7]=1[CH2:8][C:9]1[C:10](=[O:28])[N:11]([CH:21]2[CH2:22][CH2:23][C:24]3([O:43][C@H:39]4[CH2:38][O:37][CH2:41][C@H:40]4[O:27]3)[CH2:25][CH2:26]2)[C:12]2[N:13]([N:18]=[CH:19][N:20]=2)[C:14]=1[CH2:15][CH2:16][CH3:17], predict the reactants needed to synthesize it. The reactants are: [F:1][C:2]1[CH:3]=[C:4]([C:29]2[C:30]([C:35]#[N:36])=[CH:31][CH:32]=[CH:33][CH:34]=2)[CH:5]=[CH:6][C:7]=1[CH2:8][C:9]1[C:10](=[O:28])[N:11]([CH:21]2[CH2:26][CH2:25][C:24](=[O:27])[CH2:23][CH2:22]2)[C:12]2[N:13]([N:18]=[CH:19][N:20]=2)[C:14]=1[CH2:15][CH2:16][CH3:17].[O:37]1[CH2:41][CH:40](O)[CH:39]([OH:43])[CH2:38]1. (2) Given the product [NH2:1][CH2:2][C:3]1[CH:4]=[C:5]([C:9]2[N:14]=[C:13]([C:15]3[CH:19]=[CH:18][NH:17][CH:16]=3)[C:12]3[N:30]=[C:31]([C:35]4[C:36]([NH2:40])=[N:37][O:38][N:39]=4)[N:32]([CH2:33][CH3:34])[C:11]=3[CH:10]=2)[CH:6]=[CH:7][CH:8]=1, predict the reactants needed to synthesize it. The reactants are: [NH2:1][CH2:2][C:3]1[CH:4]=[C:5]([C:9]2[N:14]=[C:13]([C:15]3[CH:19]=[CH:18][N:17]([Si](C(C)C)(C(C)C)C(C)C)[CH:16]=3)[C:12]3[N:30]=[C:31]([C:35]4[C:36]([NH2:40])=[N:37][O:38][N:39]=4)[N:32]([CH2:33][CH3:34])[C:11]=3[CH:10]=2)[CH:6]=[CH:7][CH:8]=1.CCCC[N+](CCCC)(CCCC)CCCC.[F-]. (3) Given the product [C@@H:37]1([O:36][CH2:35][CH2:34][N:14]([CH2:13][CH2:12][O:11][C@@H:1]2[O:9][C@@H:8]([CH3:10])[C@@H:6]([OH:7])[C@@H:4]([OH:5])[C@@H:2]2[OH:3])[CH2:15][C:16]([NH:18][CH2:19][CH2:20][CH2:21][CH2:22][CH2:23][C:24]([OH:26])=[O:25])=[O:17])[O:45][C@@H:44]([CH3:46])[C@@H:42]([OH:43])[C@@H:40]([OH:41])[C@@H:38]1[OH:39], predict the reactants needed to synthesize it. The reactants are: [C@@H:1]1([O:11][CH2:12][CH2:13][N:14]([CH2:34][CH2:35][O:36][C@@H:37]2[O:45][C@@H:44]([CH3:46])[C@@H:42]([OH:43])[C@@H:40]([OH:41])[C@@H:38]2[OH:39])[CH2:15][C:16]([NH:18][CH2:19][CH2:20][CH2:21][CH2:22][CH2:23][C:24]([O:26]CC2C=CC=CC=2)=[O:25])=[O:17])[O:9][C@@H:8]([CH3:10])[C@@H:6]([OH:7])[C@@H:4]([OH:5])[C@@H:2]1[OH:3]. (4) Given the product [Cl:27][C:21]1[CH:22]=[C:23]([F:26])[CH:24]=[CH:25][C:20]=1[CH2:19][C:9]1[C:10]([CH2:17][CH3:18])=[N:11][C:12]2[C:7]([C:8]=1[O:28][CH:29]([F:30])[F:31])=[C:6]([O:5][CH2:4][C:3]([OH:32])=[O:2])[CH:15]=[CH:14][C:13]=2[F:16], predict the reactants needed to synthesize it. The reactants are: C[O:2][C:3](=[O:32])[CH2:4][O:5][C:6]1[CH:15]=[CH:14][C:13]([F:16])=[C:12]2[C:7]=1[C:8]([O:28][CH:29]([F:31])[F:30])=[C:9]([CH2:19][C:20]1[CH:25]=[CH:24][C:23]([F:26])=[CH:22][C:21]=1[Cl:27])[C:10]([CH2:17][CH3:18])=[N:11]2.[OH-].[Li+]. (5) Given the product [CH3:7][C:5]1[N:6]=[C:2]([CH2:1][C:13]([CH3:14])=[O:15])[S:3][CH:4]=1, predict the reactants needed to synthesize it. The reactants are: [CH3:1][C:2]1[S:3][CH:4]=[C:5]([CH3:7])[N:6]=1.C([Li])CCC.[C:13](OCC)(=[O:15])[CH3:14]. (6) Given the product [F:28][CH2:27][CH2:26][N:17]1[CH:18]=[C:19]([C:20]2[CH:21]=[CH:22][N:23]=[CH:24][CH:25]=2)[C:15]([C:12]2[CH:13]=[CH:14][C:9]([OH:8])=[CH:10][CH:11]=2)=[N:16]1, predict the reactants needed to synthesize it. The reactants are: C([O:8][C:9]1[CH:14]=[CH:13][C:12]([C:15]2[C:19]([C:20]3[CH:25]=[CH:24][N:23]=[CH:22][CH:21]=3)=[CH:18][N:17]([CH2:26][CH2:27][F:28])[N:16]=2)=[CH:11][CH:10]=1)C1C=CC=CC=1. (7) Given the product [CH3:46][O:45][C:42]1[CH:41]=[CH:40][C:39]([CH2:38][N:8]([CH2:7][C:6]2[CH:5]=[CH:4][C:3]([O:2][CH3:1])=[CH:48][CH:47]=2)[C:9]2[N:10]=[CH:11][C:12]([C:15]3[C:16]4[CH2:29][CH2:28][N:27]([C:30]5[S:31][CH:32]=[C:33]([C:35]([N:54]6[CH2:55][CH2:56][N:51]([CH2:49][CH3:50])[CH2:52][CH2:53]6)=[O:37])[N:34]=5)[C:17]=4[N:18]=[C:19]([N:21]4[CH2:26][CH2:25][O:24][CH2:23][CH2:22]4)[N:20]=3)=[CH:13][N:14]=2)=[CH:44][CH:43]=1, predict the reactants needed to synthesize it. The reactants are: [CH3:1][O:2][C:3]1[CH:48]=[CH:47][C:6]([CH2:7][N:8]([CH2:38][C:39]2[CH:44]=[CH:43][C:42]([O:45][CH3:46])=[CH:41][CH:40]=2)[C:9]2[N:14]=[CH:13][C:12]([C:15]3[C:16]4[CH2:29][CH2:28][N:27]([C:30]5[S:31][CH:32]=[C:33]([C:35]([OH:37])=O)[N:34]=5)[C:17]=4[N:18]=[C:19]([N:21]4[CH2:26][CH2:25][O:24][CH2:23][CH2:22]4)[N:20]=3)=[CH:11][N:10]=2)=[CH:5][CH:4]=1.[CH2:49]([N:51]1[CH2:56][CH2:55][NH:54][CH2:53][CH2:52]1)[CH3:50].C1C=CC2N(O)N=NC=2C=1.C(N(CC)CC)C. (8) Given the product [C:1]([NH:5][C:6]1[CH:11]=[CH:10][CH:9]=[CH:8][C:7]=1[NH:12][C:13]1[C:18]([C:19]([NH:21][CH3:22])=[O:20])=[CH:17][N:16]=[C:15]([NH:28][C:27]2[CH:29]=[CH:30][C:31]([N:33]3[CH2:34][CH2:35][O:36][CH2:37][CH2:38]3)=[CH:32][C:26]=2[O:25][CH3:24])[N:14]=1)(=[O:4])[CH:2]=[CH2:3], predict the reactants needed to synthesize it. The reactants are: [C:1]([NH:5][C:6]1[CH:11]=[CH:10][CH:9]=[CH:8][C:7]=1[NH:12][C:13]1[C:18]([C:19]([NH:21][CH3:22])=[O:20])=[CH:17][N:16]=[C:15](Cl)[N:14]=1)(=[O:4])[CH:2]=[CH2:3].[CH3:24][O:25][C:26]1[CH:32]=[C:31]([N:33]2[CH2:38][CH2:37][O:36][CH2:35][CH2:34]2)[CH:30]=[CH:29][C:27]=1[NH2:28].CO.